Dataset: Peptide-MHC class I binding affinity with 185,985 pairs from IEDB/IMGT. Task: Regression. Given a peptide amino acid sequence and an MHC pseudo amino acid sequence, predict their binding affinity value. This is MHC class I binding data. (1) The peptide sequence is YWMGGTTYF. The binding affinity (normalized) is 0.0847. The MHC is HLA-A69:01 with pseudo-sequence HLA-A69:01. (2) The peptide sequence is RGYVFQGL. The MHC is Patr-A0101 with pseudo-sequence Patr-A0101. The binding affinity (normalized) is 0.